Dataset: KCNQ2 potassium channel screen with 302,405 compounds. Task: Binary Classification. Given a drug SMILES string, predict its activity (active/inactive) in a high-throughput screening assay against a specified biological target. (1) The drug is S(CCCC(=O)NCc1cc(c(OC)cc1)C(OC)=O)c1ccccc1. The result is 0 (inactive). (2) The molecule is Brc1ccc(S(=O)(=O)Nc2c(C(=O)NCCCN3CCCC3=O)cccc2)cc1. The result is 0 (inactive). (3) The molecule is O1C(Cn2nnnc2C(N2CC(CCC2)C)c2cc3c([nH]c2=O)c(cc(c3)C)C)CCC1. The result is 0 (inactive). (4) The drug is Brc1ccc(C(=O)NN2C(CC(=O)Nc3c(F)cccc3)C(=O)N(C2=S)C)cc1. The result is 0 (inactive).